From a dataset of Full USPTO retrosynthesis dataset with 1.9M reactions from patents (1976-2016). Predict the reactants needed to synthesize the given product. (1) Given the product [Cl:1][C:2]1[O:6][C:5]([C:7]([NH:17][C@H:18]([CH2:19][N:20]2[C:28](=[O:29])[C:27]3[C:22](=[CH:23][CH:24]=[CH:25][CH:26]=3)[C:21]2=[O:30])[CH2:31][C:32]2[CH:37]=[CH:36][C:35]([F:38])=[C:34]([F:49])[CH:33]=2)=[O:9])=[CH:4][C:3]=1[C:10]1[N:14]([CH3:15])[N:13]=[CH:12][C:11]=1[Cl:16], predict the reactants needed to synthesize it. The reactants are: [Cl:1][C:2]1[O:6][C:5]([C:7]([OH:9])=O)=[CH:4][C:3]=1[C:10]1[N:14]([CH3:15])[N:13]=[CH:12][C:11]=1[Cl:16].[NH2:17][C@@H:18]([CH2:31][C:32]1[CH:37]=[CH:36][C:35]([F:38])=[CH:34][C:33]=1F)[CH2:19][N:20]1[C:28](=[O:29])[C:27]2[C:22](=[CH:23][CH:24]=[CH:25][CH:26]=2)[C:21]1=[O:30].C(N(CC)C(C)C)(C)C.[F:49][P-](F)(F)(F)(F)F.Br[P+](N1CCCC1)(N1CCCC1)N1CCCC1. (2) Given the product [F:53][C:51]1[CH:50]=[CH:49][C:48]([C:54]([F:55])([F:57])[F:56])=[C:47]([CH:52]=1)[C:46]([N:43]1[CH2:42][CH2:41][N:40]([C:38](=[O:39])[CH2:37][NH:36][C:24]([N:12]2[CH:13]=[C:9]([C:4]3[CH:5]=[CH:6][CH:7]=[CH:8][C:3]=3[F:2])[CH:10]=[N:11]2)=[O:26])[CH2:45][CH2:44]1)=[O:58], predict the reactants needed to synthesize it. The reactants are: Cl.[F:2][C:3]1[CH:8]=[CH:7][CH:6]=[CH:5][C:4]=1[C:9]1[CH:10]=[N:11][NH:12][CH:13]=1.CCN(C(C)C)C(C)C.Cl[C:24](Cl)([O:26]C(=O)OC(Cl)(Cl)Cl)Cl.Cl.[NH2:36][CH2:37][C:38]([N:40]1[CH2:45][CH2:44][N:43]([C:46](=[O:58])[C:47]2[CH:52]=[C:51]([F:53])[CH:50]=[CH:49][C:48]=2[C:54]([F:57])([F:56])[F:55])[CH2:42][CH2:41]1)=[O:39]. (3) The reactants are: [CH3:1][S:2](Cl)(=[O:4])=[O:3].[F:6][C:7]([F:23])([F:22])[C:8]1[N:12]2[N:13]=[C:14]([N:17]3[CH2:20][CH:19]([OH:21])[CH2:18]3)[CH:15]=[CH:16][C:11]2=[N:10][N:9]=1.C(N(CC)CC)C. Given the product [CH3:1][S:2]([O:21][CH:19]1[CH2:20][N:17]([C:14]2[CH:15]=[CH:16][C:11]3[N:12]([C:8]([C:7]([F:6])([F:22])[F:23])=[N:9][N:10]=3)[N:13]=2)[CH2:18]1)(=[O:4])=[O:3], predict the reactants needed to synthesize it. (4) Given the product [CH2:1]=[CH:2][C:3]1[CH:8]=[CH:7][CH:6]=[CH:5][CH:4]=1.[C:9]1([N:15]2[C:19](=[O:20])[CH:18]=[CH:17][C:16]2=[O:21])[CH:10]=[CH:11][CH:12]=[CH:13][CH:14]=1, predict the reactants needed to synthesize it. The reactants are: [CH2:1]=[CH:2][C:3]1[CH:8]=[CH:7][CH:6]=[CH:5][CH:4]=1.[C:9]1([N:15]2[C:19](=[O:20])[CH:18]=[CH:17][C:16]2=[O:21])[CH:14]=[CH:13][CH:12]=[CH:11][CH:10]=1. (5) The reactants are: [N:1]([CH2:4][C@H:5]([OH:22])[CH2:6][N:7]1[C:13]2[CH:14]=[CH:15][CH:16]=[CH:17][C:12]=2[CH2:11][CH2:10][C:9]2[CH:18]=[CH:19][CH:20]=[CH:21][C:8]1=2)=[N+]=[N-].C1C=CC(P(C2C=CC=CC=2)C2C=CC=CC=2)=CC=1. Given the product [NH2:1][CH2:4][C@H:5]([OH:22])[CH2:6][N:7]1[C:8]2[CH:21]=[CH:20][CH:19]=[CH:18][C:9]=2[CH2:10][CH2:11][C:12]2[CH:17]=[CH:16][CH:15]=[CH:14][C:13]1=2, predict the reactants needed to synthesize it. (6) Given the product [CH3:53][Si:38]([CH3:37])([CH3:54])[CH2:39][CH2:40][O:41][C:42](=[O:52])[NH:43][C:44]1[CH:45]=[CH:46][C:47]([CH2:50][C:2]2[CH:7]=[CH:6][C:5]([CH2:8][O:9][CH:10]([CH3:12])[CH3:11])=[CH:4][CH:3]=2)=[CH:48][CH:49]=1, predict the reactants needed to synthesize it. The reactants are: Br[C:2]1[CH:7]=[CH:6][C:5]([CH2:8][O:9][CH:10]([CH3:12])[CH3:11])=[CH:4][CH:3]=1.C([Li])(C)(C)C.CCCCC.C([Sn](Cl)(CCCC)CCCC)CCC.[CH3:37][Si:38]([CH3:54])([CH3:53])[CH2:39][CH2:40][O:41][C:42](=[O:52])[NH:43][C:44]1[CH:49]=[CH:48][C:47]([CH2:50]Cl)=[CH:46][CH:45]=1. (7) Given the product [OH:8][C:9]1[CH:10]=[C:11]2[C:16](=[CH:17][C:18]=1[OH:19])[CH:15]([CH2:27][C:28]1[CH:33]=[C:32]([I:34])[C:31]([OH:35])=[C:30]([I:37])[CH:29]=1)[NH:14][CH2:13][CH2:12]2, predict the reactants needed to synthesize it. The reactants are: C([O:8][C:9]1[CH:10]=[C:11]2[C:16](=[CH:17][C:18]=1[O:19]CC1C=CC=CC=1)[CH:15]([CH2:27][C:28]1[CH:33]=[C:32]([I:34])[C:31]([O:35]C)=[C:30]([I:37])[CH:29]=1)[NH:14][CH2:13][CH2:12]2)C1C=CC=CC=1.COC1C(OC)=C(OC)C=C(CC2NCCC3C2=CC(O)=C(O)C=3)C=1.Cl.B(Br)(Br)Br. (8) The reactants are: [CH3:1][C:2]1([CH3:48])[C@@H:5]([C:6]([N:8]2[CH2:13][CH2:12][CH2:11][CH2:10][CH2:9]2)=[O:7])[CH2:4][C@H:3]1[NH:14][C:15]([C@:17]12[CH2:43][CH2:42][C@@H:41]([C:44]3([CH3:47])[CH2:46][CH2:45]3)[C@@H:18]1[C@@H:19]1[C@@:32]([CH3:35])([CH2:33][CH2:34]2)[C@@:31]2([CH3:36])[C@@H:22]([C@:23]3([CH3:40])[C@@H:28]([CH2:29][CH2:30]2)[C:27]([CH3:38])([CH3:37])[C@@H:26]([OH:39])[CH2:25][CH2:24]3)[CH2:21][CH2:20]1)=[O:16].C(O)(=O)[CH2:50][C:51]([CH2:56][C:57]([OH:59])=O)([C:53]([OH:55])=[O:54])O.[C:62](OCC)(=O)C. Given the product [CH3:1][C:2]1([CH3:48])[C@@H:5]([C:6]([N:8]2[CH2:9][CH2:10][CH2:11][CH2:12][CH2:13]2)=[O:7])[CH2:4][C@H:3]1[NH:14][C:15]([C@:17]12[CH2:43][CH2:42][C@@H:41]([C:44]3([CH3:47])[CH2:45][CH2:46]3)[C@@H:18]1[C@@H:19]1[C@@:32]([CH3:35])([CH2:33][CH2:34]2)[C@@:31]2([CH3:36])[C@@H:22]([C@:23]3([CH3:40])[C@@H:28]([CH2:29][CH2:30]2)[C:27]([CH3:37])([CH3:38])[C@@H:26]([O:39][C:57](=[O:59])[CH2:56][C:51]([CH3:50])([CH3:62])[C:53]([OH:55])=[O:54])[CH2:25][CH2:24]3)[CH2:21][CH2:20]1)=[O:16], predict the reactants needed to synthesize it.